From a dataset of Peptide-MHC class I binding affinity with 185,985 pairs from IEDB/IMGT. Regression. Given a peptide amino acid sequence and an MHC pseudo amino acid sequence, predict their binding affinity value. This is MHC class I binding data. (1) The peptide sequence is IGAGICASY. The MHC is HLA-A01:01 with pseudo-sequence HLA-A01:01. The binding affinity (normalized) is 0.00409. (2) The MHC is HLA-B46:01 with pseudo-sequence HLA-B46:01. The peptide sequence is YMYRVWSPL. The binding affinity (normalized) is 0.403.